Dataset: Reaction yield outcomes from USPTO patents with 853,638 reactions. Task: Predict the reaction yield, written as a fraction of the theoretical maximum amount of product (1.0 means a 100% yield; for example, 0.34 means a 34% yield). (1) The reactants are [C:1]([CH2:6][C:7]([O:9][CH2:10][CH3:11])=[O:8])(=O)[CH2:2][CH2:3][CH3:4].[NH3:12].C(O)(=O)C.[C:17]1(=O)[CH:22]=[CH:21][C:20](=[O:23])[CH:19]=[CH:18]1. The catalyst is CO. The product is [CH2:10]([O:9][C:7]([C:6]1[C:18]2[C:17](=[CH:22][CH:21]=[C:20]([OH:23])[CH:19]=2)[NH:12][C:1]=1[CH2:2][CH2:3][CH3:4])=[O:8])[CH3:11]. The yield is 0.0600. (2) The reactants are [F:1][C:2]1[CH:7]=[C:6]([O:8][CH3:9])[CH:5]=[CH:4][C:3]=1[C:10]1[CH:15]=[CH:14][N:13]([C:16]2[CH:24]=[C:23]3[C:19]([C:20]4[CH2:29][CH2:28][NH:27][CH2:26][C:21]=4[N:22]3[CH3:25])=[CH:18][CH:17]=2)[C:12](=[O:30])[CH:11]=1.[ClH:31].C(OCC)C. The catalyst is C(Cl)Cl. The product is [ClH:31].[F:1][C:2]1[CH:7]=[C:6]([O:8][CH3:9])[CH:5]=[CH:4][C:3]=1[C:10]1[CH:15]=[CH:14][N:13]([C:16]2[CH:24]=[C:23]3[C:19]([C:20]4[CH2:29][CH2:28][NH:27][CH2:26][C:21]=4[N:22]3[CH3:25])=[CH:18][CH:17]=2)[C:12](=[O:30])[CH:11]=1. The yield is 0.770. (3) The reactants are [CH3:1][O:2][C:3]1[C:8]2[O:9][CH2:10][O:11][C:7]=2[CH:6]=[C:5]([C:12](OC)=[O:13])[CH:4]=1.[H-].[H-].[H-].[H-].[Li+].[Al+3].O.[OH-].[Na+]. The catalyst is C1COCC1. The product is [CH3:1][O:2][C:3]1[C:8]2[O:9][CH2:10][O:11][C:7]=2[CH:6]=[C:5]([CH2:12][OH:13])[CH:4]=1. The yield is 0.520. (4) The reactants are C[Al](C)C.[C:5]1([C:11]2[N:12]=[C:13]3[N:18]=[C:17]([NH2:19])[CH:16]=[CH:15][N:14]3[CH:20]=2)[CH:10]=[CH:9][CH:8]=[CH:7][CH:6]=1.C([O:23][C:24]([C:26]1[C:31]([NH:32][C:33]2[CH:34]=[N:35][CH:36]=[N:37][CH:38]=2)=[CH:30][CH:29]=[C:28]([CH:39]2[CH2:41][CH2:40]2)[N:27]=1)=O)C.O. The catalyst is O1CCOCC1.ClCCl.CO. The product is [C:5]1([C:11]2[N:12]=[C:13]3[N:18]=[C:17]([NH:19][C:24]([C:26]4[C:31]([NH:32][C:33]5[CH:38]=[N:37][CH:36]=[N:35][CH:34]=5)=[CH:30][CH:29]=[C:28]([CH:39]5[CH2:40][CH2:41]5)[N:27]=4)=[O:23])[CH:16]=[CH:15][N:14]3[CH:20]=2)[CH:6]=[CH:7][CH:8]=[CH:9][CH:10]=1. The yield is 0.560. (5) The reactants are Cl.[CH3:2][NH2:3].[Cl:4][C:5]1[N:6]([S:19]([C:22]2[CH:23]=[N:24][CH:25]=[CH:26][CH:27]=2)(=[O:21])=[O:20])[C:7]([C:12]2[CH:17]=[CH:16][CH:15]=[CH:14][C:13]=2[F:18])=[CH:8][C:9]=1[CH:10]=[O:11].[C:38]([O:37][BH-]([O:37][C:38](=[O:40])[CH3:39])[O:37][C:38](=[O:40])[CH3:39])(=[O:40])[CH3:39].[Na+].C[OH:43]. The product is [C:38]([OH:37])(=[O:40])/[CH:39]=[CH:9]/[C:10]([OH:11])=[O:43].[Cl:4][C:5]1[N:6]([S:19]([C:22]2[CH:23]=[N:24][CH:25]=[CH:26][CH:27]=2)(=[O:21])=[O:20])[C:7]([C:12]2[CH:17]=[CH:16][CH:15]=[CH:14][C:13]=2[F:18])=[CH:8][C:9]=1[CH2:10][NH:3][CH3:2]. No catalyst specified. The yield is 0.290. (6) The reactants are [CH3:1][C:2]1[C:7]([O:8][C:9]2[C:10]([C:22]#[N:23])=[N:11][CH:12]=[C:13]([S:15][C:16]3[CH:21]=[CH:20][CH:19]=[CH:18][N:17]=3)[CH:14]=2)=[CH:6][CH:5]=[CH:4][N:3]=1.[OH:24]S(O)(=O)=O. No catalyst specified. The product is [CH3:1][C:2]1[C:7]([O:8][C:9]2[C:10]([C:22]([NH2:23])=[O:24])=[N:11][CH:12]=[C:13]([S:15][C:16]3[CH:21]=[CH:20][CH:19]=[CH:18][N:17]=3)[CH:14]=2)=[CH:6][CH:5]=[CH:4][N:3]=1. The yield is 0.960. (7) The reactants are [OH:1][C:2]1[CH:7]=[CH:6][C:5]([C:8]2[CH:9]=[C:10]3[C:15](=[CH:16][CH:17]=2)[N:14]=[C:13]([C:18]([O:20][CH3:21])=[O:19])[CH:12]=[CH:11]3)=[CH:4][CH:3]=1.C1(P(C2C=CC=CC=2)C2C=CC=CC=2)C=CC=CC=1.[CH:41]1([C:45]2[O:49][N:48]=[C:47]([C:50]3[C:55]([Cl:56])=[CH:54][N:53]=[CH:52][C:51]=3[Cl:57])[C:46]=2[CH2:58]O)[CH2:44][CH2:43][CH2:42]1.N(C(OC(C)C)=O)=NC(OC(C)C)=O. The catalyst is ClCCl. The product is [CH:41]1([C:45]2[O:49][N:48]=[C:47]([C:50]3[C:51]([Cl:57])=[CH:52][N:53]=[CH:54][C:55]=3[Cl:56])[C:46]=2[CH2:58][O:1][C:2]2[CH:7]=[CH:6][C:5]([C:8]3[CH:9]=[C:10]4[C:15](=[CH:16][CH:17]=3)[N:14]=[C:13]([C:18]([O:20][CH3:21])=[O:19])[CH:12]=[CH:11]4)=[CH:4][CH:3]=2)[CH2:42][CH2:43][CH2:44]1. The yield is 0.260.